Dataset: Full USPTO retrosynthesis dataset with 1.9M reactions from patents (1976-2016). Task: Predict the reactants needed to synthesize the given product. Given the product [C:34]([CH2:33][NH:32][C:30]([C@@H:29]([NH:28][C:18](=[O:20])[C:17]1[CH:16]=[CH:15][C:14]([C:12]2[N:13]=[C:9]([N:6]3[CH2:5][CH2:4][N:3]([CH3:2])[CH2:8][CH2:7]3)[S:10][CH:11]=2)=[CH:22][CH:21]=1)[CH2:36][C:37]1[CH:42]=[C:41]([I:43])[C:40]([OH:44])=[C:39]([I:45])[CH:38]=1)=[O:31])#[N:35], predict the reactants needed to synthesize it. The reactants are: Br.[CH3:2][N:3]1[CH2:8][CH2:7][N:6]([C:9]2[S:10][CH:11]=[C:12]([C:14]3[CH:22]=[CH:21][C:17]([C:18]([OH:20])=O)=[CH:16][CH:15]=3)[N:13]=2)[CH2:5][CH2:4]1.CS(O)(=O)=O.[NH2:28][C@@H:29]([CH2:36][C:37]1[CH:42]=[C:41]([I:43])[C:40]([OH:44])=[C:39]([I:45])[CH:38]=1)[C:30]([NH:32][CH2:33][C:34]#[N:35])=[O:31].CN(C(ON1N=NC2C=CC=NC1=2)=[N+](C)C)C.F[P-](F)(F)(F)(F)F.C(N(CC)CC)C.